This data is from Reaction yield outcomes from USPTO patents with 853,638 reactions. The task is: Predict the reaction yield, written as a fraction of the theoretical maximum amount of product (1.0 means a 100% yield; for example, 0.34 means a 34% yield). The reactants are [CH3:1][CH2:2]OCC.[CH3:6][C:7]1[CH:8]=[N:9][NH:10][CH:11]=1.[Li]CCCC.C(O[B:21]1[O:25][C:24]([CH3:27])([CH3:26])[C:23]([CH3:29])([CH3:28])[O:22]1)(C)C. The catalyst is [NH4+].[Cl-]. The product is [CH2:1]([N:9]1[C:8]([B:21]2[O:25][C:24]([CH3:27])([CH3:26])[C:23]([CH3:29])([CH3:28])[O:22]2)=[C:7]([CH3:6])[CH:11]=[N:10]1)[CH3:2]. The yield is 0.800.